From a dataset of Full USPTO retrosynthesis dataset with 1.9M reactions from patents (1976-2016). Predict the reactants needed to synthesize the given product. (1) Given the product [CH3:14][CH2:13][O:12][C:10]([CH:9]=[CH:17][C:19]1[S:20][CH:21]=[CH:22][C:23]=1[C:24]1[C:25](=[O:42])[N:26]([C:36]2[CH:41]=[CH:40][CH:39]=[CH:38][CH:37]=2)[CH:27]=[C:28]([C:30]2[CH:35]=[CH:34][CH:33]=[CH:32][N:31]=2)[CH:29]=1)=[O:11], predict the reactants needed to synthesize it. The reactants are: C(OP([CH2:9][C:10]([O:12][CH2:13][CH3:14])=[O:11])(OCC)=O)C.[H-].[Na+].[CH:17]([C:19]1[S:20][CH:21]=[CH:22][C:23]=1[C:24]1[C:25](=[O:42])[N:26]([C:36]2[CH:41]=[CH:40][CH:39]=[CH:38][CH:37]=2)[CH:27]=[C:28]([C:30]2[CH:35]=[CH:34][CH:33]=[CH:32][N:31]=2)[CH:29]=1)=O.O. (2) Given the product [CH:1]1([N:4]2[CH2:12][C:11]3[C:6](=[CH:7][CH:8]=[C:9]([C@@H:13]4[CH2:17][CH2:16][C@:15]([C:21]5[CH:26]=[CH:25][CH:24]=[C:23]([F:27])[C:22]=5[CH3:28])([C:18]([NH:52][OH:53])=[O:20])[CH2:14]4)[CH:10]=3)[C:5]2=[O:29])[CH2:3][CH2:2]1, predict the reactants needed to synthesize it. The reactants are: [CH:1]1([N:4]2[CH2:12][C:11]3[C:6](=[CH:7][CH:8]=[C:9]([CH:13]4[CH2:17][CH2:16][C@:15]([C:21]5[CH:26]=[CH:25][CH:24]=[C:23]([F:27])[C:22]=5[CH3:28])([C:18]([OH:20])=O)[CH2:14]4)[CH:10]=3)[C:5]2=[O:29])[CH2:3][CH2:2]1.CCN(CC)CC.CN(C(F)=[N+](C)C)C.F[P-](F)(F)(F)(F)F.[NH2:52][OH:53].Cl.